This data is from Forward reaction prediction with 1.9M reactions from USPTO patents (1976-2016). The task is: Predict the product of the given reaction. (1) Given the reactants [C:1]([NH:5][C:6](=[O:12])/[CH:7]=[CH:8]\[C:9]([OH:11])=O)([CH3:4])([CH3:3])[CH3:2].ClC(OCC)=O.C(N(CC)CC)C.C(=O)=O.C(=O)(O)[O-].[Na+], predict the reaction product. The product is: [C:1]([N:5]=[C:6]1[O:12][C:9](=[O:11])[CH:8]=[CH:7]1)([CH3:2])([CH3:3])[CH3:4]. (2) Given the reactants Br[C:2]1[S:3][CH:4]=[C:5]([C:7]([O:9][CH3:10])=[O:8])[N:6]=1.[O-:11][C:12]1[CH:17]=[CH:16][CH:15]=[CH:14][CH:13]=1.[Na+].O.C1(C)C=CC=CC=1, predict the reaction product. The product is: [O:11]([C:2]1[S:3][CH:4]=[C:5]([C:7]([O:9][CH3:10])=[O:8])[N:6]=1)[C:12]1[CH:17]=[CH:16][CH:15]=[CH:14][CH:13]=1.